The task is: Predict the reactants needed to synthesize the given product.. This data is from Full USPTO retrosynthesis dataset with 1.9M reactions from patents (1976-2016). (1) Given the product [OH:50][CH2:48][CH2:49][C:31](=[CH2:30])[CH2:32][N:33]1[C:34](=[O:43])[C:35]2[C:40](=[CH:39][CH:38]=[CH:37][CH:36]=2)[C:41]1=[O:42], predict the reactants needed to synthesize it. The reactants are: C(OC(N1C2C=CC=CC=2N=C1CN(C[C:30](=C)[CH2:31][CH2:32][N:33]1[C:41](=[O:42])[C:40]2[C:35](=[CH:36][CH:37]=[CH:38][CH:39]=2)[C:34]1=[O:43])C1C2N=CC=CC=2CCC1)=O)(C)(C)C.O.NN.[CH2:48]([OH:50])[CH3:49]. (2) Given the product [CH3:39][O:38][C:36]1[CH:35]=[CH:34][C:33]([S:43]([NH:1][C:2]2[CH:7]=[CH:6][C:5]([N:8]3[CH2:13][CH2:12][NH:11][CH2:10][CH2:9]3)=[CH:4][C:3]=2[NH:21][S:22]([C:25]2[CH:30]=[CH:29][CH:28]=[CH:27][CH:26]=2)(=[O:24])=[O:23])(=[O:45])=[O:44])=[C:32]([CH3:31])[CH:37]=1, predict the reactants needed to synthesize it. The reactants are: [NH2:1][C:2]1[CH:7]=[CH:6][C:5]([N:8]2[CH2:13][CH2:12][N:11](C(OC(C)(C)C)=O)[CH2:10][CH2:9]2)=[CH:4][C:3]=1[NH:21][S:22]([C:25]1[CH:30]=[CH:29][CH:28]=[CH:27][CH:26]=1)(=[O:24])=[O:23].[CH3:31][C:32]1[CH:37]=[C:36]([O:38][C:39](F)(F)F)[CH:35]=[CH:34][C:33]=1[S:43](Cl)(=[O:45])=[O:44]. (3) Given the product [C:1]([NH:4][C:5]1[N:6]=[CH:7][C:8]2[S:13][C:12](=[O:14])[N:11]([C@@H:15]3[O:27][C@H:26]([CH2:28][O:29][C:30](=[O:32])[CH3:31])[C@@H:21]([O:22][C:23](=[O:25])[CH3:24])[C@H:16]3[O:17][C:18](=[O:20])[CH3:19])[C:9]=2[N:10]=1)(=[O:3])[CH3:2], predict the reactants needed to synthesize it. The reactants are: [C:1]([NH:4][C:5]1[N:6]=[C:7](Cl)[C:8]2[S:13][C:12](=[O:14])[N:11]([C@@H:15]3[O:27][C@H:26]([CH2:28][O:29][C:30](=[O:32])[CH3:31])[C@@H:21]([O:22][C:23](=[O:25])[CH3:24])[C@H:16]3[O:17][C:18](=[O:20])[CH3:19])[C:9]=2[N:10]=1)(=[O:3])[CH3:2].C([O-])(=O)C.[Na+]. (4) The reactants are: C(O[C:4]([C:6]1[CH:10]=[C:9]([C:11]2[CH:16]=[CH:15][C:14]([F:17])=[CH:13][CH:12]=2)[N:8]([C:18]2[CH:23]=[CH:22][CH:21]=[CH:20][C:19]=2[C:24]([F:27])([F:26])[F:25])[C:7]=1[CH3:28])=[O:5])C.FC(F)(F)C1C=CC=CC=1N.C(OC(=O)C(C(=O)C)CC(C1C=CC(F)=CC=1)=O)C.FC1C=CC(N)=CC=1.[CH3:67][S:68]([C:71]1[CH:76]=[CH:75][C:74]([NH:77]C(C2C=C(C3C=CC(F)=CC=3)N(C3C=CC(F)=CC=3)C=2C)=O)=[CH:73][CH:72]=1)(=[O:70])=[O:69].CS(C1C=CC(N)=CC=1)(=O)=O. Given the product [CH3:67][S:68]([C:71]1[CH:76]=[CH:75][C:74]([NH:77][C:4]([C:6]2[CH:10]=[C:9]([C:11]3[CH:16]=[CH:15][C:14]([F:17])=[CH:13][CH:12]=3)[N:8]([C:18]3[CH:23]=[CH:22][CH:21]=[CH:20][C:19]=3[C:24]([F:27])([F:25])[F:26])[C:7]=2[CH3:28])=[O:5])=[CH:73][CH:72]=1)(=[O:69])=[O:70], predict the reactants needed to synthesize it. (5) Given the product [CH2:11]([CH:5]1[CH2:6][N:7]2[CH2:9][CH2:20][C:19]3[C:24]([CH:10]2[CH2:3][C:2]1=[O:4])=[CH:25][C:26]([O:27][CH3:28])=[C:17]([O:16][CH3:15])[CH:18]=3)[CH:12]([CH3:13])[CH3:14], predict the reactants needed to synthesize it. The reactants are: [I-].[C:2]([CH:5]([CH2:11][CH:12]([CH3:14])[CH3:13])[CH2:6][N+:7]([CH3:10])([CH3:9])C)(=[O:4])[CH3:3].[CH3:15][O:16][C:17]1[CH:18]=[C:19]2[C:24](=[CH:25][C:26]=1[O:27][CH3:28])C=NC[CH2:20]2.C(O)C.O. (6) Given the product [CH3:1][C:2]1[CH:9]=[CH:8][C:7]([CH3:10])=[CH:6][C:3]=1[CH:4]=[CH:27][C:25](=[O:26])[C:21]([F:24])([F:23])[F:22], predict the reactants needed to synthesize it. The reactants are: [CH3:1][C:2]1[CH:9]=[CH:8][C:7]([CH3:10])=[CH:6][C:3]=1[CH:4]=O.C(O)(=O)C.N1CCCCC1.[C:21]([C:25]([CH3:27])=[O:26])([F:24])([F:23])[F:22].[Cl-].[NH4+]. (7) Given the product [CH3:17][O:18][C:19]1[CH:25]=[CH:24][C:22]([NH:23][C:2]2[C:3](=[O:16])[N:4]([CH3:15])[S:5](=[O:14])(=[O:13])[C:6]=2[C:7]2[CH:12]=[CH:11][CH:10]=[CH:9][CH:8]=2)=[CH:21][CH:20]=1, predict the reactants needed to synthesize it. The reactants are: Cl[C:2]1[C:3](=[O:16])[N:4]([CH3:15])[S:5](=[O:14])(=[O:13])[C:6]=1[C:7]1[CH:12]=[CH:11][CH:10]=[CH:9][CH:8]=1.[CH3:17][O:18][C:19]1[CH:25]=[CH:24][C:22]([NH2:23])=[CH:21][CH:20]=1. (8) Given the product [Br:1][C:2]1[CH:3]=[C:4]([Cl:12])[C:5]2[O:9][C:8](=[O:10])[N:7]([CH3:13])[C:6]=2[CH:11]=1, predict the reactants needed to synthesize it. The reactants are: [Br:1][C:2]1[CH:3]=[C:4]([Cl:12])[C:5]2[O:9][C:8](=[O:10])[NH:7][C:6]=2[CH:11]=1.[C:13](=O)([O-])[O-].[K+].[K+]. (9) The reactants are: [NH2:1][CH:2]([C:10]1[C:15]([O:16][CH3:17])=[CH:14][CH:13]=[CH:12][C:11]=1[O:18][CH3:19])[CH2:3][CH2:4][CH2:5][C:6]([O:8]C)=O.[C:20]1([C:26]2[S:30][C:29]([CH:31]=O)=[CH:28][CH:27]=2)[CH:25]=[CH:24][CH:23]=[CH:22][CH:21]=1. Given the product [CH3:19][O:18][C:11]1[CH:12]=[CH:13][CH:14]=[C:15]([O:16][CH3:17])[C:10]=1[CH:2]1[N:1]([CH2:31][C:29]2[S:30][C:26]([C:20]3[CH:21]=[CH:22][CH:23]=[CH:24][CH:25]=3)=[CH:27][CH:28]=2)[C:6](=[O:8])[CH2:5][CH2:4][CH2:3]1, predict the reactants needed to synthesize it. (10) Given the product [Cl:22][CH2:17][C:14]1[N:15]=[C:11]([C:8]2[CH:9]=[CH:10][C:5]([O:4][CH:1]([CH3:3])[CH3:2])=[CH:6][CH:7]=2)[O:12][C:13]=1[CH3:18], predict the reactants needed to synthesize it. The reactants are: [CH:1]([O:4][C:5]1[CH:10]=[CH:9][C:8]([C:11]2[O:12][C:13]([CH3:18])=[C:14]([CH3:17])[N+:15]=2[O-])=[CH:7][CH:6]=1)([CH3:3])[CH3:2].Cl.P(Cl)(Cl)([Cl:22])=O.N.